This data is from Full USPTO retrosynthesis dataset with 1.9M reactions from patents (1976-2016). The task is: Predict the reactants needed to synthesize the given product. (1) Given the product [F:24][C:25]([F:35])([F:36])[C:26]1[CH:34]=[CH:33][CH:32]=[CH:31][C:27]=1[C:28]([N:8]1[CH2:7][C:6]2[CH2:2][N:3]([C:10]([O:12][C:13]([CH3:16])([CH3:15])[CH3:14])=[O:11])[CH2:4][C:5]=2[CH2:9]1)=[O:29], predict the reactants needed to synthesize it. The reactants are: Cl.[CH2:2]1[C:6]2[CH2:7][NH:8][CH2:9][C:5]=2[CH2:4][N:3]1[C:10]([O:12][C:13]([CH3:16])([CH3:15])[CH3:14])=[O:11].C(N(CC)CC)C.[F:24][C:25]([F:36])([F:35])[C:26]1[CH:34]=[CH:33][CH:32]=[CH:31][C:27]=1[C:28](Cl)=[O:29].O. (2) Given the product [CH2:2]([O:9][C@H:10]([CH3:25])[C@H:11]([O:12][C:13]1[C:18]([C:19]([F:22])([F:21])[F:20])=[CH:17][N:16]=[C:15]([NH:26][C:27]2[CH:28]=[CH:29][C:30]([S:33]([CH:42]3[CH2:44][CH2:43]3)(=[N:35][C:36](=[O:41])[C:37]([F:40])([F:38])[F:39])=[O:34])=[CH:31][CH:32]=2)[N:14]=1)[CH3:24])[C:3]1[CH:8]=[CH:7][CH:6]=[CH:5][CH:4]=1, predict the reactants needed to synthesize it. The reactants are: Cl.[CH2:2]([O:9][C@H:10]([CH3:25])[C@@H:11]([CH3:24])[O:12][C:13]1[C:18]([C:19]([F:22])([F:21])[F:20])=[CH:17][N:16]=[C:15](Cl)[N:14]=1)[C:3]1[CH:8]=[CH:7][CH:6]=[CH:5][CH:4]=1.[NH2:26][C:27]1[CH:32]=[CH:31][C:30]([S:33]([CH:42]2[CH2:44][CH2:43]2)(=[N:35][C:36](=[O:41])[C:37]([F:40])([F:39])[F:38])=[O:34])=[CH:29][CH:28]=1. (3) Given the product [CH2:25]([O:27][C:28](=[O:43])[CH2:29][NH:30][C:31]([C:33]1[N:34]=[C:35]2[CH:40]=[CH:39][C:38]([NH:18][CH2:17][CH2:16][CH2:15][N:12]3[CH2:13][CH2:14][CH:9]([O:8][CH:7]([C:1]4[CH:2]=[CH:3][CH:4]=[CH:5][CH:6]=4)[C:19]4[CH:24]=[CH:23][CH:22]=[CH:21][CH:20]=4)[CH2:10][CH2:11]3)=[N:37][N:36]2[CH:42]=1)=[O:32])[CH3:26], predict the reactants needed to synthesize it. The reactants are: [C:1]1([CH:7]([C:19]2[CH:24]=[CH:23][CH:22]=[CH:21][CH:20]=2)[O:8][CH:9]2[CH2:14][CH2:13][N:12]([CH2:15][CH2:16][CH2:17][NH2:18])[CH2:11][CH2:10]2)[CH:6]=[CH:5][CH:4]=[CH:3][CH:2]=1.[CH2:25]([O:27][C:28](=[O:43])[CH2:29][NH:30][C:31]([C:33]1[N:34]=[C:35]2[CH:40]=[CH:39][C:38](Cl)=[N:37][N:36]2[CH:42]=1)=[O:32])[CH3:26].C(N(C(C)C)C(C)C)C. (4) The reactants are: Cl[C:2]1[C:7]([C:8]2[N:12]([S:13]([C:16]3[CH:21]=[CH:20][CH:19]=[CH:18][CH:17]=3)(=[O:15])=[O:14])[CH:11]=[C:10]([CH2:22][N:23]([CH3:31])[C:24](=[O:30])[O:25][C:26]([CH3:29])([CH3:28])[CH3:27])[C:9]=2[F:32])=[CH:6][CH:5]=[CH:4][N:3]=1.[CH3:33][N:34](C)C=O. Given the product [C:33]([C:2]1[C:7]([C:8]2[N:12]([S:13]([C:16]3[CH:21]=[CH:20][CH:19]=[CH:18][CH:17]=3)(=[O:15])=[O:14])[CH:11]=[C:10]([CH2:22][N:23]([CH3:31])[C:24](=[O:30])[O:25][C:26]([CH3:29])([CH3:28])[CH3:27])[C:9]=2[F:32])=[CH:6][CH:5]=[CH:4][N:3]=1)#[N:34], predict the reactants needed to synthesize it. (5) Given the product [CH2:21]([O:20][C:19]1[C:18](=[O:28])[N:17]2[CH:29]=[CH:30][N:31]([CH2:32][C:33](=[O:40])[N:34]3[CH2:39][CH2:38][CH2:37][CH2:36][CH2:35]3)[C:16]2=[N:15][C:14]=1[C:12]1[O:41][C:9]([CH2:8][C:5]2[CH:6]=[CH:7][C:2]([F:1])=[CH:3][CH:4]=2)=[CH:10][N:11]=1)[C:22]1[CH:23]=[CH:24][CH:25]=[CH:26][CH:27]=1, predict the reactants needed to synthesize it. The reactants are: [F:1][C:2]1[CH:7]=[CH:6][C:5]([CH2:8][C:9](=[O:41])[CH2:10][NH:11][C:12]([C:14]2[N:15]=[C:16]3[N:31]([CH2:32][C:33](=[O:40])[N:34]4[CH2:39][CH2:38][CH2:37][CH2:36][CH2:35]4)[CH:30]=[CH:29][N:17]3[C:18](=[O:28])[C:19]=2[O:20][CH2:21][C:22]2[CH:27]=[CH:26][CH:25]=[CH:24][CH:23]=2)=O)=[CH:4][CH:3]=1.C(Cl)(Cl)(Cl)Cl.C(N(CC)CC)C.C1(P(C2C=CC=CC=2)C2C=CC=CC=2)C=CC=CC=1. (6) Given the product [O:29]1[C:28]2[CH:32]=[CH:33][C:25]([CH2:24][N:7]3[C:6]([C:35](=[CH2:36])[C:39]([OH:38])=[O:40])=[C:15]([C:16]4[CH:17]=[CH:18][CH:19]=[CH:20][CH:21]=4)[C:14]4[C:9](=[CH:10][CH:11]=[C:12]([Br:22])[CH:13]=4)[C:8]3=[O:23])=[CH:26][C:27]=2[O:31][CH2:30]1, predict the reactants needed to synthesize it. The reactants are: COC(=O)C=C[C:6]1[N:7]([CH2:24][C:25]2[CH:33]=[CH:32][C:28]3[O:29][CH2:30][O:31][C:27]=3[CH:26]=2)[C:8](=[O:23])[C:9]2[C:14]([C:15]=1[C:16]1[CH:21]=[CH:20][CH:19]=[CH:18][CH:17]=1)=[CH:13][C:12]([Br:22])=[CH:11][CH:10]=2.[CH2:35]1[CH2:39][O:38]C[CH2:36]1.[OH-:40].[Na+].Cl.